Dataset: Reaction yield outcomes from USPTO patents with 853,638 reactions. Task: Predict the reaction yield, written as a fraction of the theoretical maximum amount of product (1.0 means a 100% yield; for example, 0.34 means a 34% yield). The reactants are [CH2:1]([O:3][C:4]([CH:6]([CH:10]=[CH:11][C:12]1[O:13][C:14]([CH2:17][CH3:18])=[CH:15][CH:16]=1)C(O)=O)=O)[CH3:2].C([O-])(=[O:21])C.[Na+].[C:24]([O:27][C:28](=O)[CH3:29])(=[O:26])C. No catalyst specified. The product is [C:1]([O:3][C:4]1[C:16]2[CH:15]=[C:14]([CH2:17][CH3:18])[O:13][C:12]=2[CH:11]=[C:10]([C:24]([O:27][CH2:28][CH3:29])=[O:26])[CH:6]=1)(=[O:21])[CH3:2]. The yield is 0.280.